Dataset: Full USPTO retrosynthesis dataset with 1.9M reactions from patents (1976-2016). Task: Predict the reactants needed to synthesize the given product. (1) Given the product [CH3:1][C@H:4]1[CH2:8][O:7][C:6](/[CH:9]=[C:10](\[CH3:27])/[CH2:11][CH2:12]/[CH:13]=[C:14](\[CH3:26])/[CH2:15][CH2:16]/[CH:17]=[C:18](\[CH3:25])/[CH2:19][CH2:20][CH:21]=[C:22]([CH3:24])[CH3:23])=[N:5]1, predict the reactants needed to synthesize it. The reactants are: [CH:1]([C@H:4]1[CH2:8][O:7][C:6](/[CH:9]=[C:10](\[CH3:27])/[CH2:11][CH2:12]/[CH:13]=[C:14](\[CH3:26])/[CH2:15][CH2:16]/[CH:17]=[C:18](\[CH3:25])/[CH2:19][CH2:20][CH:21]=[C:22]([CH3:24])[CH3:23])=[N:5]1)(C)C.C(C/C(/C)=C/CC/C(/C)=C/CC(Cl)=O)/C=C(/CCC=C(C)C)\C. (2) Given the product [CH2:1]([O:3][C:4](=[O:20])[C:5]([CH3:19])([CH3:18])[CH2:6][CH2:7][CH2:8][CH2:9][CH:10]([Br:21])[C:11]1[CH:16]=[CH:15][CH:14]=[CH:13][C:12]=1[Cl:17])[CH3:2], predict the reactants needed to synthesize it. The reactants are: [CH2:1]([O:3][C:4](=[O:20])[C:5]([CH3:19])([CH3:18])[CH2:6][CH2:7][CH2:8][CH:9]=[CH:10][C:11]1[CH:16]=[CH:15][CH:14]=[CH:13][C:12]=1[Cl:17])[CH3:2].[BrH:21]. (3) Given the product [C:13]([C:12]1[C:2]([N:16]2[CH2:21][CH2:20][CH2:19][CH:18]([CH2:22][C:23]([OH:25])=[O:24])[CH2:17]2)=[N:3][C:4]([CH3:15])=[C:5]([C:6]([O:8][CH2:9][CH3:10])=[O:7])[CH:11]=1)#[N:14], predict the reactants needed to synthesize it. The reactants are: Cl[C:2]1[C:12]([C:13]#[N:14])=[CH:11][C:5]([C:6]([O:8][CH2:9][CH3:10])=[O:7])=[C:4]([CH3:15])[N:3]=1.[NH:16]1[CH2:21][CH2:20][CH2:19][CH:18]([CH2:22][C:23]([OH:25])=[O:24])[CH2:17]1.CCN(C(C)C)C(C)C.CC(O)=O. (4) Given the product [Br:5][C:6]1[CH:14]=[CH:13][C:9]([C:10]([NH:4][CH:2]([CH3:3])[CH3:1])=[O:11])=[CH:8][C:7]=1[F:15], predict the reactants needed to synthesize it. The reactants are: [CH3:1][CH:2]([NH2:4])[CH3:3].[Br:5][C:6]1[CH:14]=[CH:13][C:9]([C:10](O)=[O:11])=[CH:8][C:7]=1[F:15].C(Cl)Cl.F[P-](F)(F)(F)(F)F.N1(O[P+](N(C)C)(N(C)C)N(C)C)C2C=CC=CC=2N=N1.C(N(CC)C(C)C)(C)C.C([O-])(O)=O.[Na+].